This data is from Catalyst prediction with 721,799 reactions and 888 catalyst types from USPTO. The task is: Predict which catalyst facilitates the given reaction. Reactant: CCN(C(C)C)C(C)C.[S:10]1[CH:14]=[CH:13][C:12]([C:15]2[CH:23]=[CH:22][C:18]([C:19]([OH:21])=O)=[CH:17][CH:16]=2)=[CH:11]1.C1C=CC2N(O)N=NC=2C=1.CCN=C=NCCCN(C)C.FC(F)(F)C(O)=O.[NH2:52][CH2:53][C:54]([N:56]1[CH2:61][CH2:60][N:59]([C:62](=[O:73])[C:63]2[CH:68]=[CH:67][CH:66]=[CH:65][C:64]=2[C:69]([F:72])([F:71])[F:70])[CH2:58][CH2:57]1)=[O:55]. Product: [O:55]=[C:54]([N:56]1[CH2:57][CH2:58][N:59]([C:62](=[O:73])[C:63]2[CH:68]=[CH:67][CH:66]=[CH:65][C:64]=2[C:69]([F:72])([F:71])[F:70])[CH2:60][CH2:61]1)[CH2:53][NH:52][C:19](=[O:21])[C:18]1[CH:17]=[CH:16][C:15]([C:12]2[CH:13]=[CH:14][S:10][CH:11]=2)=[CH:23][CH:22]=1. The catalyst class is: 18.